This data is from Forward reaction prediction with 1.9M reactions from USPTO patents (1976-2016). The task is: Predict the product of the given reaction. (1) Given the reactants [C:1]([O:5][C:6](=[O:15])[CH2:7]/[N:8]=[CH:9]/[CH2:10][C:11]([CH3:14])([CH3:13])[CH3:12])([CH3:4])([CH3:3])[CH3:2].[Br:16][C:17]1[CH:18]=[C:19](/[CH:23]=[C:24](/[C:27]2[CH:32]=[CH:31][C:30]([Cl:33])=[CH:29][C:28]=2[F:34])\[C:25]#[N:26])[CH:20]=[CH:21][CH:22]=1.C(N(CC)CC)C, predict the reaction product. The product is: [C:1]([O:5][C:6]([CH:7]1[CH:23]([C:19]2[CH:20]=[CH:21][CH:22]=[C:17]([Br:16])[CH:18]=2)[C:24]([C:27]2[CH:32]=[CH:31][C:30]([Cl:33])=[CH:29][C:28]=2[F:34])([C:25]#[N:26])[CH:9]([CH2:10][C:11]([CH3:14])([CH3:13])[CH3:12])[NH:8]1)=[O:15])([CH3:4])([CH3:3])[CH3:2]. (2) Given the reactants [Cl:1][C:2]1[C:11]([C:12]([O:14][CH3:15])=[O:13])=[C:10]2[N:5]([CH2:6][CH2:7][CH2:8][CH2:9]2)[C:4](=[O:16])[CH:3]=1.[B-](F)(F)(F)[F:18].[B-](F)(F)(F)F.C1[N+]2(CCl)CC[N+](F)(CC2)C1, predict the reaction product. The product is: [Cl:1][C:2]1[C:11]([C:12]([O:14][CH3:15])=[O:13])=[C:10]2[N:5]([CH2:6][CH2:7][CH2:8][CH2:9]2)[C:4](=[O:16])[C:3]=1[F:18]. (3) Given the reactants [NH2:1][C:2]1[CH:3]=[C:4]([C:29]#[N:30])[CH:5]=[C:6]([CH:28]=1)[C:7]([NH:9][C:10]1[C:15]([CH3:16])=[CH:14][C:13]([C:17]([F:26])([C:22]([F:25])([F:24])[F:23])[C:18]([F:21])([F:20])[F:19])=[CH:12][C:11]=1[CH3:27])=[O:8].N1C=CC=CC=1.[C:37]([C:39]1[CH:47]=[CH:46][C:42]([C:43](Cl)=[O:44])=[CH:41][CH:40]=1)#[N:38].C(=O)([O-])O.[Na+], predict the reaction product. The product is: [C:29]([C:4]1[CH:5]=[C:6]([CH:28]=[C:2]([NH:1][C:43](=[O:44])[C:42]2[CH:46]=[CH:47][C:39]([C:37]#[N:38])=[CH:40][CH:41]=2)[CH:3]=1)[C:7]([NH:9][C:10]1[C:11]([CH3:27])=[CH:12][C:13]([C:17]([F:26])([C:18]([F:19])([F:20])[F:21])[C:22]([F:23])([F:24])[F:25])=[CH:14][C:15]=1[CH3:16])=[O:8])#[N:30]. (4) Given the reactants [CH3:1][N:2](C=O)C.I[C:7]1[C:15]2[C:10](=[N:11][CH:12]=[CH:13][CH:14]=2)[NH:9][N:8]=1, predict the reaction product. The product is: [NH:9]1[C:10]2=[N:11][CH:12]=[CH:13][CH:14]=[C:15]2[C:7]([C:1]#[N:2])=[N:8]1. (5) The product is: [CH3:1][S:2]([C:5]1[CH:10]=[CH:9][C:8]([O:11][CH2:17][C:18]2[C:23]([CH3:24])=[CH:22][C:21]([CH:25]3[CH2:30][CH2:29][N:28]([C:31]([O:33][C:34]([CH3:37])([CH3:36])[CH3:35])=[O:32])[CH2:27][CH2:26]3)=[CH:20][N:19]=2)=[C:7]([CH3:12])[CH:6]=1)(=[O:3])=[O:4]. Given the reactants [CH3:1][S:2]([C:5]1[CH:10]=[CH:9][C:8]([OH:11])=[C:7]([CH3:12])[CH:6]=1)(=[O:4])=[O:3].ClC1C=C(S(C)(=O)=O)C=CC=1O[CH2:17][C:18]1[C:23]([CH3:24])=[CH:22][C:21]([CH:25]2[CH2:30][CH2:29][N:28]([C:31]([O:33][C:34]([CH3:37])([CH3:36])[CH3:35])=[O:32])[CH2:27][CH2:26]2)=[CH:20][N:19]=1, predict the reaction product. (6) The product is: [CH3:1][N:2]([CH3:9])[C:3](=[O:8])[C:4]([O:6][CH:7]1[CH2:14][CH2:15][CH2:10][CH2:11][CH2:12]1)=[O:5]. Given the reactants [CH3:1][N:2]([CH3:9])[C:3](=[O:8])[C:4]([O:6][CH3:7])=[O:5].[CH:10]1(O)[CH2:15][CH2:14]C[CH2:12][CH2:11]1.S(=O)(=O)(O)O, predict the reaction product. (7) Given the reactants [OH-].[Na+].[Cl:3][C:4]1[C:13]2[O:12][CH2:11][CH2:10][CH2:9][C:8]=2[CH:7]=[C:6]([C:14]([C@H:16]2[CH2:18][C@@H:17]2[C:19]([O:21]C)=[O:20])=[O:15])[CH:5]=1.Cl, predict the reaction product. The product is: [Cl:3][C:4]1[C:13]2[O:12][CH2:11][CH2:10][CH2:9][C:8]=2[CH:7]=[C:6]([C:14]([C@H:16]2[CH2:18][C@@H:17]2[C:19]([OH:21])=[O:20])=[O:15])[CH:5]=1.